From a dataset of PAMPA (Parallel Artificial Membrane Permeability Assay) permeability data from NCATS. Regression/Classification. Given a drug SMILES string, predict its absorption, distribution, metabolism, or excretion properties. Task type varies by dataset: regression for continuous measurements (e.g., permeability, clearance, half-life) or binary classification for categorical outcomes (e.g., BBB penetration, CYP inhibition). Dataset: pampa_ncats. (1) The molecule is C1COC[C@H](N1CC2=CC=C(C=C2)F)C3=NC=C(N3)C4=CC=C(S4)Cl. The result is 1 (high permeability). (2) The drug is C1CCN(CC1)C2=C(C=C(C=C2)NC3=NC(=NC4=CC=CC=C43)C5=CC=NC=C5)F. The result is 1 (high permeability).